The task is: Binary Classification. Given a drug SMILES string, predict its activity (active/inactive) in a high-throughput screening assay against a specified biological target.. This data is from Kir2.1 potassium channel HTS with 301,493 compounds. The drug is Clc1ccc(c2oc(c(n2)CN2CCC(CC2)C(=O)NCCN(CCC)CCC)C)cc1. The result is 0 (inactive).